Dataset: Reaction yield outcomes from USPTO patents with 853,638 reactions. Task: Predict the reaction yield, written as a fraction of the theoretical maximum amount of product (1.0 means a 100% yield; for example, 0.34 means a 34% yield). (1) The reactants are [CH:1]12[CH2:8][CH2:7][CH:4]([CH2:5][CH2:6]1)[CH2:3][CH:2]2[C:9]1([CH3:17])[N:13]([CH3:14])[C:12](=[O:15])[NH:11][C:10]1=[O:16].Br[CH2:19][C:20]([C:22]1[NH:23][CH:24]=[CH:25][CH:26]=1)=[O:21]. No catalyst specified. The product is [CH:1]12[CH2:6][CH2:5][CH:4]([CH2:7][CH2:8]1)[CH2:3][CH:2]2[C:9]1([CH3:17])[N:13]([CH3:14])[C:12](=[O:15])[N:11]([CH2:19][C:20](=[O:21])[C:22]2[NH:23][CH:24]=[CH:25][CH:26]=2)[C:10]1=[O:16]. The yield is 0.410. (2) The reactants are [CH3:1][C:2]([N:7]1[CH:11]=[C:10]([C:12]2[CH:17]=[CH:16][N:15]=[C:14]3[NH:18][CH:19]=[CH:20][C:13]=23)[CH:9]=[N:8]1)([CH3:6])[C:3](O)=[O:4].C1N=C[N:23](C(N2C=NC=C2)=O)C=1. The catalyst is CN(C=O)C. The product is [CH3:1][C:2]([N:7]1[CH:11]=[C:10]([C:12]2[CH:17]=[CH:16][N:15]=[C:14]3[NH:18][CH:19]=[CH:20][C:13]=23)[CH:9]=[N:8]1)([CH3:6])[C:3]([NH2:23])=[O:4]. The yield is 0.260. (3) The product is [C:3]([O:7][C:8]([N:10]1[CH2:15][CH2:14][N:13]([CH2:18][CH2:19][N:20]2[CH2:24][CH2:23][CH2:22][CH2:21]2)[C:12](=[O:16])[CH2:11]1)=[O:9])([CH3:6])([CH3:4])[CH3:5]. The catalyst is CN(C)C(=O)C.C1(C)C=CC=CC=1. The reactants are [H-].[Na+].[C:3]([O:7][C:8]([N:10]1[CH2:15][CH2:14][NH:13][C:12](=[O:16])[CH2:11]1)=[O:9])([CH3:6])([CH3:5])[CH3:4].Cl[CH2:18][CH2:19][N:20]1[CH2:24][CH2:23][CH2:22][CH2:21]1.Cl.ClCCN1CCCC1. The yield is 0.420. (4) The reactants are [CH3:1][O:2][C:3](=[O:10])[CH2:4][C:5]([CH2:7][O:8][CH3:9])=[O:6].CO[CH:13](OC)[N:14]([CH3:16])[CH3:15]. The catalyst is CCCCCCC. The product is [CH3:13][N:14]([CH:16]=[C:4]([C:5](=[O:6])[CH2:7][O:8][CH3:9])[C:3]([O:2][CH3:1])=[O:10])[CH3:15]. The yield is 0.500. (5) The reactants are [CH2:1]([S:15][CH2:16][C:17](O)=[O:18])[CH2:2][CH2:3][CH2:4][CH2:5][CH2:6][CH2:7][CH2:8][CH2:9][CH2:10][CH2:11][CH2:12][CH2:13][CH3:14].[H-].[H-].[H-].[H-].[Li+].[Al+3].[NH4+].[Cl-]. The catalyst is C1COCC1. The product is [CH2:1]([S:15][CH2:16][CH2:17][OH:18])[CH2:2][CH2:3][CH2:4][CH2:5][CH2:6][CH2:7][CH2:8][CH2:9][CH2:10][CH2:11][CH2:12][CH2:13][CH3:14]. The yield is 0.540.